This data is from Full USPTO retrosynthesis dataset with 1.9M reactions from patents (1976-2016). The task is: Predict the reactants needed to synthesize the given product. (1) Given the product [ClH:1].[C:20](#[N:21])[C:19]1[CH:22]=[CH:23][CH:16]=[CH:17][CH:18]=1, predict the reactants needed to synthesize it. The reactants are: [Cl:1]C1C=C(N2C(=O)/C(=C\[C:16]3[CH:23]=[CH:22][C:19]([C:20]#[N:21])=[CH:18][CH:17]=3)/N(C)C2=O)C=C(Cl)C=1.NCC(O)=O.C1N2CN3CN(C2)CN1C3.Cl. (2) Given the product [Cl:43][C:40]1[CH:41]=[CH:42][C:37]([O:36][C:33]2[CH:34]=[CH:35][C:30]([CH2:29][CH2:28][O:27][C:25]3[NH:48][CH:2]=[C:3]([CH2:8][C:9]4[CH:10]=[N:11][C:12]([O:15][CH3:16])=[N:13][CH:14]=4)[C:4](=[O:6])[N:26]=3)=[CH:31][CH:32]=2)=[CH:38][C:39]=1[C:44]([F:45])([F:46])[F:47], predict the reactants needed to synthesize it. The reactants are: O/[CH:2]=[C:3](\[CH2:8][C:9]1[CH:10]=[N:11][C:12]([O:15][CH3:16])=[N:13][CH:14]=1)/[C:4]([O:6]C)=O.OS(C(F)(F)F)(=O)=O.[C:25](=[NH:48])([O:27][CH2:28][CH2:29][C:30]1[CH:35]=[CH:34][C:33]([O:36][C:37]2[CH:42]=[CH:41][C:40]([Cl:43])=[C:39]([C:44]([F:47])([F:46])[F:45])[CH:38]=2)=[CH:32][CH:31]=1)[NH2:26].C([O-])([O-])=O.[K+].[K+]. (3) The reactants are: [F:1][C:2]1[CH:7]=[CH:6][C:5]([NH:8][C:9]2[C:10]3[C:17]([CH3:18])=[C:16]([C:19]([OH:21])=O)[S:15][C:11]=3[N:12]=[CH:13][N:14]=2)=[C:4]([O:22][CH:23]2[CH2:28][CH2:27][O:26][CH2:25][CH2:24]2)[CH:3]=1.C(Cl)(=O)C(Cl)=O.C1COCC1.C[N:41](C=O)C. Given the product [F:1][C:2]1[CH:7]=[CH:6][C:5]([NH:8][C:9]2[C:10]3[C:17]([CH3:18])=[C:16]([C:19]([NH2:41])=[O:21])[S:15][C:11]=3[N:12]=[CH:13][N:14]=2)=[C:4]([O:22][CH:23]2[CH2:24][CH2:25][O:26][CH2:27][CH2:28]2)[CH:3]=1, predict the reactants needed to synthesize it. (4) Given the product [NH2:12][C:9]1[N:8]=[C:7]([O:13][CH2:14][CH2:15][O:16][CH3:17])[N:6]=[C:5]2[C:10]=1[NH:11][C:3](=[O:2])[N:4]2[CH2:18][CH:19]1[CH2:23][CH2:22][O:21][CH2:20]1, predict the reactants needed to synthesize it. The reactants are: C[O:2][C:3]1[N:4]([CH2:18][CH:19]2[CH2:23][CH2:22][O:21][CH2:20]2)[C:5]2[C:10]([N:11]=1)=[C:9]([NH2:12])[N:8]=[C:7]([O:13][CH2:14][CH2:15][O:16][CH3:17])[N:6]=2.[H][H].O1CCOCC1.O.[OH-].[Na+]. (5) Given the product [C:1]([C:5]1[CH:10]=[CH:9][C:8]([C:11]2[N:12]([C:34]([Cl:36])=[O:35])[C@H:13]([C:24]3[CH:25]=[CH:26][C:27]([Cl:30])=[CH:28][CH:29]=3)[C@@:14]([C:17]3[CH:22]=[CH:21][C:20]([Cl:23])=[CH:19][CH:18]=3)([CH3:16])[N:15]=2)=[C:7]([O:31][CH2:32][CH3:33])[CH:6]=1)([CH3:2])([CH3:3])[CH3:4], predict the reactants needed to synthesize it. The reactants are: [C:1]([C:5]1[CH:10]=[CH:9][C:8]([C:11]2[NH:12][C@H:13]([C:24]3[CH:29]=[CH:28][C:27]([Cl:30])=[CH:26][CH:25]=3)[C@@:14]([C:17]3[CH:22]=[CH:21][C:20]([Cl:23])=[CH:19][CH:18]=3)([CH3:16])[N:15]=2)=[C:7]([O:31][CH2:32][CH3:33])[CH:6]=1)([CH3:4])([CH3:3])[CH3:2].[C:34](Cl)([Cl:36])=[O:35]. (6) Given the product [Br:1][C:2]1[C:3]([N:33]2[CH2:34][CH2:35][C:31]3([CH2:30][O:29][CH2:28]3)[CH2:32]2)=[N:4][CH:5]=[C:6]([CH:21]=1)[C:7]([NH:9][C:10]1[CH:11]=[CH:12][C:13]([O:16][C:17]([F:19])([F:18])[F:20])=[CH:14][CH:15]=1)=[O:8], predict the reactants needed to synthesize it. The reactants are: [Br:1][C:2]1[C:3](N2CC[C@@H](O)C2)=[N:4][CH:5]=[C:6]([CH:21]=1)[C:7]([NH:9][C:10]1[CH:15]=[CH:14][C:13]([O:16][C:17]([F:20])([F:19])[F:18])=[CH:12][CH:11]=1)=[O:8].[CH2:28]1[C:31]2([CH2:35][CH2:34][NH:33][CH2:32]2)[CH2:30][O:29]1. (7) Given the product [Cl:11][C:12]1[C:13]([OH:19])=[CH:14][C:15](=[O:18])[N:16]([C:8]2[CH:7]=[CH:6][C:3]([C:4]#[N:5])=[C:2]([F:1])[CH:9]=2)[CH:17]=1, predict the reactants needed to synthesize it. The reactants are: [F:1][C:2]1[CH:9]=[C:8](I)[CH:7]=[CH:6][C:3]=1[C:4]#[N:5].[Cl:11][C:12]1[C:13]([OH:19])=[CH:14][C:15](=[O:18])[NH:16][CH:17]=1.COC1C2C(=C3C(=CC=2)C(OC)=CC=N3)N=CC=1.C(=O)([O-])[O-].[K+].[K+].Cl. (8) Given the product [NH2:1][C:2]1[N:7]([CH3:20])[C:6](=[O:8])[CH:5]=[C:4]([CH2:9][C:10]2[CH:15]=[CH:14][CH:13]=[C:12]([Br:16])[CH:11]=2)[N:3]=1, predict the reactants needed to synthesize it. The reactants are: [NH2:1][C:2]1[NH:7][C:6](=[O:8])[CH:5]=[C:4]([CH2:9][C:10]2[CH:15]=[CH:14][CH:13]=[C:12]([Br:16])[CH:11]=2)[N:3]=1.[OH-].[K+].I[CH3:20].